Task: Predict the reaction yield, written as a fraction of the theoretical maximum amount of product (1.0 means a 100% yield; for example, 0.34 means a 34% yield).. Dataset: Reaction yield outcomes from USPTO patents with 853,638 reactions (1) No catalyst specified. The yield is 0.790. The reactants are [CH3:1][C:2]([CH3:9])=[CH:3][C:4]([O:6][CH2:7]C)=[O:5].C1CCN2C(=NCCC2)CC1.CCOCC.[N+:26]([CH3:29])([O-:28])=[O:27]. The product is [CH3:1][C:2]([CH3:9])([CH2:29][N+:26]([O-:28])=[O:27])[CH2:3][C:4]([O:6][CH3:7])=[O:5]. (2) The yield is 0.990. The product is [O:2]=[C:1]1[N:24]([CH:25]2[CH2:30][CH2:29][N:28]([C:31]([O:33][CH2:34][CH3:35])=[O:32])[CH2:27][CH2:26]2)[C:15]2[CH:16]=[C:17]([C:20]([F:22])([F:23])[F:21])[CH:18]=[CH:19][C:14]=2[NH:13]1. The catalyst is C(#N)C. The reactants are [C:1](N1C=CN=C1)(N1C=CN=C1)=[O:2].[NH2:13][C:14]1[CH:19]=[CH:18][C:17]([C:20]([F:23])([F:22])[F:21])=[CH:16][C:15]=1[NH:24][CH:25]1[CH2:30][CH2:29][N:28]([C:31]([O:33][CH2:34][CH3:35])=[O:32])[CH2:27][CH2:26]1. (3) The reactants are [C:1](Cl)(=[O:10])[O:2][CH2:3][C:4]1[CH:9]=[CH:8][CH:7]=[CH:6][CH:5]=1.[NH:12]1[CH2:17][CH2:16][CH2:15][CH:14]([C:18]([O:20][CH2:21][CH3:22])=[O:19])[CH2:13]1.C([O-])([O-])=O.[K+].[K+].C1COCC1. The catalyst is CCOCC.O. The product is [N:12]1([C:1]([O:2][CH2:3][C:4]2[CH:9]=[CH:8][CH:7]=[CH:6][CH:5]=2)=[O:10])[CH2:17][CH2:16][CH2:15][CH:14]([C:18]([O:20][CH2:21][CH3:22])=[O:19])[CH2:13]1. The yield is 0.860. (4) The reactants are [N+:1]([C:4]1[CH:5]=[C:6]2[C:10](=[CH:11][CH:12]=1)[NH:9][C:8]([CH:13]([CH3:19])[C:14]([O:16][CH2:17][CH3:18])=[O:15])=[CH:7]2)([O-])=O.O.O.[Sn](Cl)(Cl)(Cl)Cl. The catalyst is C(O)C.C(OCC)(=O)C.O.C([O-])(O)=O.[Na+]. The product is [NH2:1][C:4]1[CH:5]=[C:6]2[C:10](=[CH:11][CH:12]=1)[NH:9][C:8]([CH:13]([CH3:19])[C:14]([O:16][CH2:17][CH3:18])=[O:15])=[CH:7]2. The yield is 0.990.